Dataset: TCR-epitope binding with 47,182 pairs between 192 epitopes and 23,139 TCRs. Task: Binary Classification. Given a T-cell receptor sequence (or CDR3 region) and an epitope sequence, predict whether binding occurs between them. (1) The epitope is PROT_97E67BCC. The TCR CDR3 sequence is CASSQGVAGVPYNEQFF. Result: 0 (the TCR does not bind to the epitope). (2) The epitope is HTTDPSFLGRY. The TCR CDR3 sequence is CASSQARQGPSTYF. Result: 1 (the TCR binds to the epitope). (3) The epitope is LPPAYTNSF. The TCR CDR3 sequence is CASSVSDYSTGELFF. Result: 1 (the TCR binds to the epitope). (4) The epitope is FVDGVPFVV. The TCR CDR3 sequence is CASSRGNRVSYNEQFF. Result: 1 (the TCR binds to the epitope). (5) The epitope is GTITVEELK. The TCR CDR3 sequence is CASTRQGAYEQYF. Result: 0 (the TCR does not bind to the epitope). (6) The TCR CDR3 sequence is CASSLRVGELFF. The epitope is EEHVQIHTI. Result: 1 (the TCR binds to the epitope).